From a dataset of Full USPTO retrosynthesis dataset with 1.9M reactions from patents (1976-2016). Predict the reactants needed to synthesize the given product. (1) Given the product [S:1]1[C:5]2[CH:6]=[CH:7][CH:8]=[CH:9][C:4]=2[C:3]([CH:10]=[N:13][OH:14])=[CH:2]1, predict the reactants needed to synthesize it. The reactants are: [S:1]1[C:5]2[CH:6]=[CH:7][CH:8]=[CH:9][C:4]=2[C:3]([CH:10]=O)=[CH:2]1.Cl.[NH2:13][OH:14]. (2) The reactants are: CC1(C)COB([C:8]2[C:9]([F:28])=[CH:10][C:11]([F:27])=[C:12]([C@:14]3([CH3:26])[C:20]([F:22])([F:21])[C:19]([CH3:24])([CH3:23])[O:18][CH2:17][C:16](=[O:25])[NH:15]3)[CH:13]=2)OC1.Cl[C:31]1[O:32][C:33]2[CH:39]=[CH:38][C:37]([Cl:40])=[CH:36][C:34]=2[N:35]=1. Given the product [Cl:40][C:37]1[CH:38]=[CH:39][C:33]2[O:32][C:31]([C:8]3[C:9]([F:28])=[CH:10][C:11]([F:27])=[C:12]([C@:14]4([CH3:26])[C:20]([F:21])([F:22])[C:19]([CH3:23])([CH3:24])[O:18][CH2:17][C:16](=[O:25])[NH:15]4)[CH:13]=3)=[N:35][C:34]=2[CH:36]=1, predict the reactants needed to synthesize it.